Dataset: Catalyst prediction with 721,799 reactions and 888 catalyst types from USPTO. Task: Predict which catalyst facilitates the given reaction. (1) Reactant: [CH3:1][O:2][C:3]1[CH:4]=[C:5]([Mg]Br)[CH:6]=[CH:7][CH:8]=1.[CH:11]12[O:16][CH:12]1[CH2:13][CH2:14][CH2:15]2. Product: [CH3:1][O:2][C:3]1[CH:4]=[C:5]([C@@H:11]2[CH2:15][CH2:14][CH2:13][C@H:12]2[OH:16])[CH:6]=[CH:7][CH:8]=1. The catalyst class is: 804. (2) Reactant: [CH2:1]([C:3]1[CH2:4][NH:5][C:6]2[C:11]([CH:12]=1)=[CH:10][CH:9]=[CH:8][CH:7]=2)[CH3:2]. Product: [CH2:1]([CH:3]1[CH2:12][C:11]2[C:6](=[CH:7][CH:8]=[CH:9][CH:10]=2)[NH:5][CH2:4]1)[CH3:2]. The catalyst class is: 19. (3) Reactant: [N+:1]([C:4]1[CH:14]=[CH:13][C:7]2[CH2:8][CH2:9][CH2:10][NH:11][CH2:12][C:6]=2[CH:5]=1)([O-:3])=[O:2].N1C=CC=CC=1.[F:21][C:22]([F:33])([F:32])[C:23](O[C:23](=[O:24])[C:22]([F:33])([F:32])[F:21])=[O:24].O. Product: [N+:1]([C:4]1[CH:14]=[CH:13][C:7]2[CH2:8][CH2:9][CH2:10][N:11]([C:23](=[O:24])[C:22]([F:33])([F:32])[F:21])[CH2:12][C:6]=2[CH:5]=1)([O-:3])=[O:2]. The catalyst class is: 4.